This data is from Catalyst prediction with 721,799 reactions and 888 catalyst types from USPTO. The task is: Predict which catalyst facilitates the given reaction. Reactant: [H-].[Na+].[C:3]([N:7]1[C:11]2=[N:12][CH:13]=[C:14]([S:16][C:17]3[CH:22]=[C:21]([F:23])[CH:20]=[C:19]([F:24])[CH:18]=3)[CH:15]=[C:10]2[C:9]([NH2:25])=[N:8]1)([CH3:6])([CH3:5])[CH3:4].[N:26]([C:29]1[CH:34]=[CH:33][C:32]([N:35]2[CH2:40][CH2:39][N:38]([CH3:41])[CH2:37][CH2:36]2)=[CH:31][CH:30]=1)=[C:27]=[O:28].O. Product: [C:3]([N:7]1[C:11]2=[N:12][CH:13]=[C:14]([S:16][C:17]3[CH:22]=[C:21]([F:23])[CH:20]=[C:19]([F:24])[CH:18]=3)[CH:15]=[C:10]2[C:9]([NH:25][C:27]([NH:26][C:29]2[CH:30]=[CH:31][C:32]([N:35]3[CH2:36][CH2:37][N:38]([CH3:41])[CH2:39][CH2:40]3)=[CH:33][CH:34]=2)=[O:28])=[N:8]1)([CH3:6])([CH3:4])[CH3:5]. The catalyst class is: 44.